From a dataset of Full USPTO retrosynthesis dataset with 1.9M reactions from patents (1976-2016). Predict the reactants needed to synthesize the given product. Given the product [CH3:33][O:34][C:35]1[CH:42]=[CH:41][CH:40]=[CH:39][C:36]=1[CH2:37][NH:38][C:28]([C:23]1[CH:24]=[N:25][C:26]2[C:21]([CH:22]=1)=[CH:20][CH:19]=[C:18]([NH:17][C:15]([C:10]1[C:9]([C:6]3[CH:5]=[CH:4][C:3]([C:2]([F:31])([F:32])[F:1])=[CH:8][CH:7]=3)=[CH:14][CH:13]=[CH:12][CH:11]=1)=[O:16])[CH:27]=2)=[O:29], predict the reactants needed to synthesize it. The reactants are: [F:1][C:2]([F:32])([F:31])[C:3]1[CH:8]=[CH:7][C:6]([C:9]2[C:10]([C:15]([NH:17][C:18]3[CH:27]=[C:26]4[C:21]([CH:22]=[C:23]([C:28](O)=[O:29])[CH:24]=[N:25]4)=[CH:20][CH:19]=3)=[O:16])=[CH:11][CH:12]=[CH:13][CH:14]=2)=[CH:5][CH:4]=1.[CH3:33][O:34][C:35]1[CH:42]=[CH:41][CH:40]=[CH:39][C:36]=1[CH2:37][NH2:38].Cl.CN(C)CCCN=C=NCC.ON1C2C=CC=CC=2N=N1.C(N(CC)CC)C.